Dataset: Forward reaction prediction with 1.9M reactions from USPTO patents (1976-2016). Task: Predict the product of the given reaction. Given the reactants [Cl:1][C:2]1[CH:12]=[CH:11][C:10]2[C:13]3[C:3]=1[CH2:4][C:5](=[O:14])[C:6]=3[CH:7]=[CH:8][CH:9]=2.[BH4-].[Na+].[Cl-].[NH4+], predict the reaction product. The product is: [Cl:1][C:2]1[CH:12]=[CH:11][C:10]2[C:13]3[C:3]=1[CH2:4][CH:5]([OH:14])[C:6]=3[CH:7]=[CH:8][CH:9]=2.